Dataset: Reaction yield outcomes from USPTO patents with 853,638 reactions. Task: Predict the reaction yield, written as a fraction of the theoretical maximum amount of product (1.0 means a 100% yield; for example, 0.34 means a 34% yield). (1) The reactants are N1C2C(=CC(N[N:12]=[C:13]([C:16]#[N:17])[C:14]#[N:15])=CC=2)C=CC=1.[NH2:18][C:19]1[CH:20]=[C:21]2[C:26](=[CH:27][CH:28]=1)[N:25]=[CH:24][CH:23]=[CH:22]2.C(#N)CC#N.O.[NH2:35][NH2:36]. No catalyst specified. The product is [N:25]1[C:26]2[C:21](=[CH:20][C:19]([NH:18][N:12]=[C:13]3[C:14]([NH2:15])=[N:36][N:35]=[C:16]3[NH2:17])=[CH:28][CH:27]=2)[CH:22]=[CH:23][CH:24]=1. The yield is 0.200. (2) The reactants are C([O-])([O-])=O.[Na+].[Na+].[NH2:7][C@H:8]([C:31]([OH:33])=[O:32])[CH2:9][CH2:10][CH2:11][CH2:12][NH:13][C:14]([O:16][CH2:17][CH:18]1[C:30]2[C:25](=[CH:26][CH:27]=[CH:28][CH:29]=2)[C:24]2[C:19]1=[CH:20][CH:21]=[CH:22][CH:23]=2)=[O:15].[N+:34]([C:37]1[CH:47]=[CH:46][C:40]([CH2:41][O:42][C:43](Cl)=[O:44])=[CH:39][CH:38]=1)([O-:36])=[O:35]. The yield is 0.820. The catalyst is O.O1CCOCC1.CCOC(C)=O. The product is [NH:7]([C:43]([O:42][CH2:41][C:40]1[CH:46]=[CH:47][C:37]([N+:34]([O-:36])=[O:35])=[CH:38][CH:39]=1)=[O:44])[C@H:8]([C:31]([OH:33])=[O:32])[CH2:9][CH2:10][CH2:11][CH2:12][NH:13][C:14]([O:16][CH2:17][CH:18]1[C:30]2[C:25](=[CH:26][CH:27]=[CH:28][CH:29]=2)[C:24]2[C:19]1=[CH:20][CH:21]=[CH:22][CH:23]=2)=[O:15]. (3) The reactants are [CH3:1][C:2]1([CH3:20])[O:6][C@@H:5]([C@@H:7]2[C@@H:11]3[O:12][C:13]([CH3:16])([CH3:15])[O:14][C@:10]3([CH2:17][OH:18])[C:9](=[O:19])[O:8]2)[CH2:4][O:3]1.[H-].[Na+].[CH2:23](Br)[C:24]1[CH:29]=[CH:28][CH:27]=[CH:26][CH:25]=1. The catalyst is CN(C=O)C. The product is [CH2:23]([O:18][CH2:17][C@@:10]12[C:9](=[O:19])[O:8][C@H:7]([C@H:5]3[CH2:4][O:3][C:2]([CH3:20])([CH3:1])[O:6]3)[C@@H:11]1[O:12][C:13]([CH3:15])([CH3:16])[O:14]2)[C:24]1[CH:29]=[CH:28][CH:27]=[CH:26][CH:25]=1. The yield is 0.610. (4) The reactants are [Cl:1][C:2]1[N:3]=[CH:4][C:5]([C:8]([OH:10])=O)=[N:6][CH:7]=1.[CH2:11]([NH:13][CH3:14])[CH3:12]. No catalyst specified. The product is [Cl:1][C:2]1[N:3]=[CH:4][C:5]([C:8]([N:13]([CH2:11][CH3:12])[CH3:14])=[O:10])=[N:6][CH:7]=1. The yield is 0.810. (5) The reactants are [CH3:1][C:2]([CH3:18])([CH3:17])[CH2:3][NH:4][C:5]([CH2:7][CH2:8][C:9]1[CH:16]=[CH:15][C:12]([C:13]#[N:14])=[CH:11][CH:10]=1)=[O:6]. The catalyst is CO.Cl.[Pd]. The product is [CH3:1][C:2]([CH3:18])([CH3:17])[CH2:3][NH:4][C:5]([CH2:7][CH2:8][C:9]1[CH:10]=[CH:11][C:12]([CH2:13][NH2:14])=[CH:15][CH:16]=1)=[O:6]. The yield is 0.950. (6) The reactants are [CH2:1]([O:3][P:4]([CH2:9][C:10]1[CH:15]=[CH:14][C:13]([NH:16][C:17]2[N:22]=[C:21]([NH:23][C:24]3[CH:33]=[CH:32][C:31]([C@@H:34]4[CH2:39][CH2:38][C@H:37]([C:40]([O:42]CC)=[O:41])[CH2:36][CH2:35]4)=[C:30]4[C:25]=3[C:26](=[O:46])[C:27]([CH3:45])=[CH:28][NH:29]4)[C:20]([C:47]([F:50])([F:49])[F:48])=[CH:19][N:18]=2)=[C:12]([O:51][CH3:52])[CH:11]=1)([O:6][CH2:7][CH3:8])=[O:5])[CH3:2].O.[OH-].[Li+]. The catalyst is C1COCC1.CO.O. The product is [CH2:7]([O:6][P:4]([CH2:9][C:10]1[CH:15]=[CH:14][C:13]([NH:16][C:17]2[N:22]=[C:21]([NH:23][C:24]3[CH:33]=[CH:32][C:31]([C@@H:34]4[CH2:35][CH2:36][C@H:37]([C:40]([OH:42])=[O:41])[CH2:38][CH2:39]4)=[C:30]4[C:25]=3[C:26](=[O:46])[C:27]([CH3:45])=[CH:28][NH:29]4)[C:20]([C:47]([F:48])([F:50])[F:49])=[CH:19][N:18]=2)=[C:12]([O:51][CH3:52])[CH:11]=1)([O:3][CH2:1][CH3:2])=[O:5])[CH3:8]. The yield is 0.380.